This data is from Forward reaction prediction with 1.9M reactions from USPTO patents (1976-2016). The task is: Predict the product of the given reaction. (1) Given the reactants [Cl:1]C1C=CC=C(C(OO)=[O:9])C=1.[CH3:12][O:13][C:14]1[CH:15]=[C:16]2[C:21](=[CH:22][CH:23]=1)[CH:20]=[N:19][CH:18]=[CH:17]2.CO.Cl, predict the reaction product. The product is: [ClH:1].[CH3:12][O:13][C:14]1[CH:15]=[C:16]2[C:21](=[CH:22][CH:23]=1)[CH:20]=[N+:19]([O-:9])[CH:18]=[CH:17]2. (2) Given the reactants [NH:1]1[CH2:4][CH:3]([CH2:5][C:6]2[N:7]([CH3:33])[C:8]3[C:13]([N:14]=2)=[C:12]([N:15]2[CH2:20][CH2:19][O:18][CH2:17][CH2:16]2)[N:11]=[C:10]([N:21]2[C:25]4[CH:26]=[CH:27][CH:28]=[CH:29][C:24]=4[N:23]=[C:22]2[C@@H:30]([OH:32])[CH3:31])[N:9]=3)[CH2:2]1.CCN(C(C)C)C(C)C.[C:43](Cl)(=[O:47])[CH:44]([CH3:46])[CH3:45], predict the reaction product. The product is: [OH:32][C@H:30]([C:22]1[N:21]([C:10]2[N:9]=[C:8]3[C:13]([N:14]=[C:6]([CH2:5][CH:3]4[CH2:4][N:1]([C:43](=[O:47])[CH:44]([CH3:46])[CH3:45])[CH2:2]4)[N:7]3[CH3:33])=[C:12]([N:15]3[CH2:20][CH2:19][O:18][CH2:17][CH2:16]3)[N:11]=2)[C:25]2[CH:26]=[CH:27][CH:28]=[CH:29][C:24]=2[N:23]=1)[CH3:31]. (3) Given the reactants [F:1][C:2]([F:17])([F:16])[C:3]1[CH:4]=[C:5]([CH:7]=[CH:8][C:9]=1[N:10]1[CH2:15][CH2:14][O:13][CH2:12][CH2:11]1)[NH2:6].[C:18]([CH:21]=[C:22]=[O:23])(=[O:20])[CH3:19], predict the reaction product. The product is: [F:17][C:2]([F:1])([F:16])[C:3]1[CH:4]=[C:5]([NH:6][C:22](=[O:23])[CH2:21][C:18](=[O:20])[CH3:19])[CH:7]=[CH:8][C:9]=1[N:10]1[CH2:11][CH2:12][O:13][CH2:14][CH2:15]1. (4) Given the reactants [CH3:1][O-].[Na+].[N:4]#[C:5][NH2:6].[Cl:7][C:8]1[CH:13]=[C:12]([N:14]=[C:15]=[S:16])[CH:11]=[C:10]([Cl:17])[C:9]=1[C:18]1[CH:23]=[CH:22][CH:21]=[CH:20][C:19]=1[F:24].CI, predict the reaction product. The product is: [C:5](/[N:6]=[C:15](\[S:16][CH3:1])/[NH:14][C:12]1[CH:13]=[C:8]([Cl:7])[C:9]([C:18]2[CH:23]=[CH:22][CH:21]=[CH:20][C:19]=2[F:24])=[C:10]([Cl:17])[CH:11]=1)#[N:4]. (5) Given the reactants [CH3:1][C:2]1[CH:3]=[C:4]([CH:7]=[CH:8][C:9]=1[N+:10]([O-])=O)[C:5]#[N:6], predict the reaction product. The product is: [NH2:10][C:9]1[CH:8]=[CH:7][C:4]([C:5]#[N:6])=[CH:3][C:2]=1[CH3:1].